This data is from Forward reaction prediction with 1.9M reactions from USPTO patents (1976-2016). The task is: Predict the product of the given reaction. (1) Given the reactants [ClH:1].O1CCOCC1.[O:8]([C:15]1[C:16]([NH:31][C:32]2[S:33][CH:34]=[C:35]([CH2:37][CH:38]3[CH2:43][CH2:42][N:41](C(OC(C)(C)C)=O)[CH2:40][CH2:39]3)[N:36]=2)=[N:17][CH:18]=[C:19]([S:21][C:22]2[CH:27]=[CH:26][N:25]=[C:24]3[CH:28]=[CH:29][S:30][C:23]=23)[CH:20]=1)[C:9]1[CH:14]=[CH:13][CH:12]=[CH:11][CH:10]=1, predict the reaction product. The product is: [ClH:1].[ClH:1].[O:8]([C:15]1[C:16]([NH:31][C:32]2[S:33][CH:34]=[C:35]([CH2:37][CH:38]3[CH2:43][CH2:42][NH:41][CH2:40][CH2:39]3)[N:36]=2)=[N:17][CH:18]=[C:19]([S:21][C:22]2[CH:27]=[CH:26][N:25]=[C:24]3[CH:28]=[CH:29][S:30][C:23]=23)[CH:20]=1)[C:9]1[CH:14]=[CH:13][CH:12]=[CH:11][CH:10]=1. (2) Given the reactants Br[C:2]1[CH:10]=[CH:9][CH:8]=[C:7]2[C:3]=1[C:4]1([CH2:22][O:21][C:20]3[CH:23]=[C:24]4[C:28](=[CH:29][C:19]1=3)[CH2:27][CH2:26][O:25]4)[C:5](=O)[N:6]2[CH2:11][C:12]1[CH:17]=[CH:16][CH:15]=[CH:14][N:13]=1.BrC1C=CC=C2C=1C1(C3=CC4OCOC=4C=C3OC1)C(=O)[N:35]2[CH2:40][CH2:41][CH2:42][CH2:43][CH3:44].N1C=CC=C(B(O)O)C=1.CN(C)C1N=CC(B(O)O)=CC=1, predict the reaction product. The product is: [N:35]1[CH:40]=[CH:41][CH:42]=[C:43]([C:2]2[CH:10]=[CH:9][CH:8]=[C:7]3[C:3]=2[C:4]2([CH2:22][O:21][C:20]4[CH:23]=[C:24]5[C:28](=[CH:29][C:19]2=4)[CH2:27][CH2:26][O:25]5)[CH2:5][N:6]3[CH2:11][C:12]2[CH:17]=[CH:16][CH:15]=[CH:14][N:13]=2)[CH:44]=1.